From a dataset of Forward reaction prediction with 1.9M reactions from USPTO patents (1976-2016). Predict the product of the given reaction. Given the reactants [CH:1]1([C:7]2[CH:37]=[CH:36][C:10]([CH2:11][O:12][C:13]3[CH:18]=[CH:17][C:16]([C:19]4[N:20]=[C:21]([NH:24][CH2:25][C:26]5[CH:35]=[CH:34][C:29]([C:30]([O:32][CH3:33])=[O:31])=[CH:28][CH:27]=5)[S:22][CH:23]=4)=[CH:15][CH:14]=3)=[CH:9][CH:8]=2)[CH2:6][CH2:5][CH2:4][CH2:3][CH2:2]1.S(OC)(O[CH3:42])(=O)=O.[H-].[Na+].C(OC(C)C)(C)C, predict the reaction product. The product is: [CH:1]1([C:7]2[CH:37]=[CH:36][C:10]([CH2:11][O:12][C:13]3[CH:18]=[CH:17][C:16]([C:19]4[N:20]=[C:21]([N:24]([CH2:25][C:26]5[CH:27]=[CH:28][C:29]([C:30]([O:32][CH3:33])=[O:31])=[CH:34][CH:35]=5)[CH3:42])[S:22][CH:23]=4)=[CH:15][CH:14]=3)=[CH:9][CH:8]=2)[CH2:6][CH2:5][CH2:4][CH2:3][CH2:2]1.